Task: Binary Classification. Given a miRNA mature sequence and a target amino acid sequence, predict their likelihood of interaction.. Dataset: Experimentally validated miRNA-target interactions with 360,000+ pairs, plus equal number of negative samples (1) The miRNA is hsa-miR-8056 with sequence CGUGGAUUGUCUGGAUGCAU. Result: 0 (no interaction). The protein sequence of the target gene is MLVTAYLAFVGLLASCLGLELSRCRAKPPGRACSNPSFLRFQLDFYQVYFLALAADWLQAPYLYKLYQHYYFLEGQIAILYVCGLASTVLFGLVASSLVDWLGRKNSCVLFSLTYSLCCLTKLSQDYFVLLVGRALGGLSTALLFSAFEAWYIHEHVERHDFPAEWIPATFARAAFWNHVLAVVAGVAAEAVASWIGLGPVAPFVAAIPLLALAGALALRNWGENYDRQRAFSRTCAGGLRCLLSDRRVLLLGTIQALFESVIFIFVFLWTPVLDPHGAPLGIIFSSFMAASLLGSSLYR.... (2) The miRNA is hsa-miR-5004-3p with sequence CUUGGAUUUUCCUGGGCCUCAG. The protein sequence of the target gene is MEPLRVLELYSGVGGMHHALRESCIPAQVVAAIDVNTVANEVYKYNFPHTQLLAKTIEGITLEEFDRLSFDMILMSPPCQPFTRIGRQGDMTDSRTNSFLHILDILPRLQKLPKYILLENVKGFEVSSTRDLLIQTIENCGFQYQEFLLSPTSLGIPNSRLRYFLIAKLQSEPLPFQAPGQVLMEFPKIESVHPQKYAMDVENKIQEKNVEPNISFDGSIQCSGKDAILFKLETAEEIHRKNQQDSDLSVKMLKDFLEDDTDVNQYLLPPKSLLRYALLLDIVQPTCRRSVCFTKGYGSY.... Result: 0 (no interaction). (3) The miRNA is hsa-miR-548n with sequence CAAAAGUAAUUGUGGAUUUUGU. The protein sequence of the target gene is MQKSEGSGGTQLKNRATGNYDQRTSSSTQLKHRNAVQGSKSSLSTSSPESARKLHPRPSDKLNPKTINPFGEQSRVPSAFAAIYSKGGIPCRLVHGSVKHRLQWECPPESLSFDPLLITLAEGLRETKHPYTFVSKEGFRELLLVKGAPEKAIPLLPRLIPVLKAALVHSDDEVFERGLNALVQLSVVVGPSLNDHLKHLLTSLSKRLMDKKFKEPITSALQKLEQHGGSGSLSIIKSKIPTYCSICC. Result: 1 (interaction). (4) The miRNA is hsa-miR-545-3p with sequence UCAGCAAACAUUUAUUGUGUGC. The protein sequence of the target gene is MAKGDPKKPKGKMSAYAFFVQTCREEHKKKNPEVPVNFAEFSKKCSERWKTMSGKEKSKFDEMAKADKVRYDREMKDYGPAKGGKKKKDPNAPKRPPSGFFLFCSEFRPKIKSTNPGISIGDVAKKLGEMWNNLNDSEKQPYITKAAKLKEKYEKDVADYKSKGKFDGAKGPAKVARKKVEEEDEEEEEEEEEEEEEEDE. Result: 1 (interaction). (5) The miRNA is hsa-miR-4726-5p with sequence AGGGCCAGAGGAGCCUGGAGUGG. The protein sequence of the target gene is MQKILQTDDITDNQVLRKRKRKRTETANSENANSALEKAQRDPYSGNAFLPGESSSDEETPLMELSKEELCNKIESLKEKLRSIRKENSRLRQSLVMLQVLPQAVTQFEELVGMAETLLKSGGAVSTPASTLWRATNNSSPDSFASLCSNSNSTSSSPSSVKAEEEQHPGEKQFTIERWQIARCNKSKPQKFINDLMQVLYTNEYMATHSLTGAKSSTSRDKVVKPAMNQNEVQEIIGVTKQVFPSADDVSIRRMIGQKLNNCTKKPNASKAPNSQDGILK. Result: 0 (no interaction). (6) The miRNA is hsa-miR-3064-5p with sequence UCUGGCUGUUGUGGUGUGCAA. The protein sequence of the target gene is MLSSFNEWFWQDRFWLPPNVTWTELEDRDGRVYPHPQDLLAALPLALVLLAMRLAFERFIGLPLSRWLGVRDQTRRQVKPNATLEKHFLTEGHRPKEPQLSLLAAQCGLTLQQTQRWFRRRRNQDRPQLTKKFCEASWRFLFYLSSFVGGLSVLYHESWLWAPVMCWDRYPNQTLKPSLYWWYLLELGFYLSLLIRLPFDVKRKDFKEQVIHHFVAVILMTFSYSANLLRIGSLVLLLHDSSDYLLEACKMVNYMQYQQVCDALFLIFSFVFFYTRLVLFPTQILYTTYYESISNRGPFF.... Result: 1 (interaction). (7) The miRNA is hsa-miR-4525 with sequence GGGGGGAUGUGCAUGCUGGUU. The protein sequence of the target gene is MDRGRPAGSPLSASAEPAPLAAAIRDSRPGRTGPGPAGPGGGSRSGSGRPAAANAARERSRVQTLRHAFLELQRTLPSVPPDTKLSKLDVLLLATTYIAHLTRSLQDDAEAPADAGLGALRGDGYLHPVKKWPMRSRLYIGATGQFLKHSVSGEKTNHDNTPTDSQP. Result: 0 (no interaction). (8) The miRNA is hsa-miR-3674 with sequence AUUGUAGAACCUAAGAUUGGCC. The protein sequence of the target gene is MPVARPQAAGPDRISLFLVAFLLGSPAAAQAEDGGPEGEMHPSTAYLLPSASLESSLEEGVTSAAPGLLPSQEALEAMEESLPPALPDEASVQHTPALRKGLPSLKQLNSARRQLRPLATPTTLQRLGSPASATTKLREPEDPEQPTAPAPLQIAPFTALATTLPHSPQPAQAPDDSSPGSPLDKGDNELTGSASEESQETTTSTIVTTTIITTEQAPALCGVSFSDPEGYIDSSDFPPQPYSSFLECTYNVTVYTGYGVELQVKSVNLSEGELLSIRGVDGPTLTVLANQTLLVEGQVI.... Result: 0 (no interaction). (9) The miRNA is mmu-miR-126a-3p with sequence UCGUACCGUGAGUAAUAAUGCG. The protein sequence of the target gene is MGRRFLVTVRIQRAGRPLQERVFLVKFVRSRRPRTASCALAFVNMLLRLERILRRGPHRNPGPGDDDGQRSRSSSSAQLRCRFELRGPHYLLPPGARRSAGRLPGHAGGAARVRGSAGCARCLGSPAARLGPRAGTSRHRAIFAFRWVLFVFRWVVFVYRWERRPDRRA. Result: 0 (no interaction). (10) The miRNA is hsa-miR-340-5p with sequence UUAUAAAGCAAUGAGACUGAUU. The protein sequence of the target gene is MEFYESAYFIVLIPSIVITVIFLFFWLFMKETLYDEVLAKQKREQKLIPTKTDKKKAEKKKNKKKEIQNGNLHESDSESVPRDFKLSDALAVEDDQVAPVPLNVVETSSSVRERKKKEKKQKPVLEEQVIKESDASKIPGKKVEPVPVTKQPTPPSEAAASKKKPGQKKSKNGSDDQDKKVETLMVPSKRQEALPLHQETKQESGSGKKKASSKKQKTENVFVDEPLIHATTYIPLMDNADSSPVVDKREVIDLLKPDQVEGIQKSGTKKLKTETDKENAEVKFKDFLLSLKTMMFSEDE.... Result: 0 (no interaction).